The task is: Regression/Classification. Given a drug SMILES string, predict its absorption, distribution, metabolism, or excretion properties. Task type varies by dataset: regression for continuous measurements (e.g., permeability, clearance, half-life) or binary classification for categorical outcomes (e.g., BBB penetration, CYP inhibition). Dataset: cyp2d6_veith.. This data is from CYP2D6 inhibition data for predicting drug metabolism from PubChem BioAssay. (1) The drug is CC(Oc1ccc(Cl)cc1)C(=O)/C=C/N(C)C. The result is 0 (non-inhibitor). (2) The result is 0 (non-inhibitor). The molecule is COc1ccc(-c2nc3cnc(N4CCNCC4)nc3n(C3CC3)c2=O)cc1. (3) The drug is C[C@@]12CC[C@H]3[C@@H](CC[C@]4(O)C[C@H](O)CC[C@@]34C=O)[C@]1(O)CC[C@@H]2C1=CC(=O)OC1. The result is 0 (non-inhibitor). (4) The molecule is CS(=O)(=O)N1CCCC(C(=O)N2CCc3ccccc3C2)C1. The result is 0 (non-inhibitor). (5) The molecule is CN1CCN(c2ncc3nc(-c4ccccc4)c(=O)n(Cc4cccs4)c3n2)CC1. The result is 0 (non-inhibitor).